Dataset: NCI-60 drug combinations with 297,098 pairs across 59 cell lines. Task: Regression. Given two drug SMILES strings and cell line genomic features, predict the synergy score measuring deviation from expected non-interaction effect. (1) Drug 1: C1CC(=O)NC(=O)C1N2CC3=C(C2=O)C=CC=C3N. Drug 2: CC1C(C(CC(O1)OC2CC(OC(C2O)C)OC3=CC4=CC5=C(C(=O)C(C(C5)C(C(=O)C(C(C)O)O)OC)OC6CC(C(C(O6)C)O)OC7CC(C(C(O7)C)O)OC8CC(C(C(O8)C)O)(C)O)C(=C4C(=C3C)O)O)O)O. Cell line: HS 578T. Synergy scores: CSS=1.16, Synergy_ZIP=3.46, Synergy_Bliss=4.55, Synergy_Loewe=2.66, Synergy_HSA=2.86. (2) Drug 1: CN1C2=C(C=C(C=C2)N(CCCl)CCCl)N=C1CCCC(=O)O.Cl. Drug 2: COCCOC1=C(C=C2C(=C1)C(=NC=N2)NC3=CC=CC(=C3)C#C)OCCOC.Cl. Cell line: CCRF-CEM. Synergy scores: CSS=14.2, Synergy_ZIP=-2.94, Synergy_Bliss=2.53, Synergy_Loewe=3.82, Synergy_HSA=1.47.